This data is from Drug-target binding data from BindingDB using Ki measurements. The task is: Regression. Given a target protein amino acid sequence and a drug SMILES string, predict the binding affinity score between them. We predict pKi (pKi = -log10(Ki in M); higher means stronger inhibition). Dataset: bindingdb_ki. (1) The drug is O=[Te](=O)([O-])[O-]. The target protein sequence is MMAYKVLHFVVISLGLVTLVASRCDFNYYNQRAWLSCPGSQCGGNRQSPINIDTEKTKANNSLIALRFNDYDDPVDGDFENLGTTVEFVPETKDATLTNHLGTYDLLQFHFHWGRDSSEGSEHRIDDEQYSAEIHFVHLKQGASPSDTAGDTFSVVAVLCEAADIPIRGVWAKLSPVPTGHEDSHSVSDLVYTDLLPRNRDYYHYEGSLTTPLCDETVQWFVLKNTIKIPKAFLTMLRRVESDEDGTLLTFNFRNLQRLNGRQVFEFPPDVDNGEDKKRKRRNNRHGRDHHG. The pKi is 3.1. (2) The small molecule is Cc1ccccc1CNC(=O)[C@H]1N(C(=O)[C@@H](O)[C@H](Cc2ccccc2)NC(=O)c2cccc(O)c2C)CSC1(C)C. The target protein sequence is PQVTLWQRPLVTIKIGGQLREALLDTGADDTIFEEISLPGRWKPKIIGGIGGFVKVRQYDQIPIEICGHKVIGTVLVGPTPANVIGRNLMTQIGCTLNF. The pKi is 8.2.